From a dataset of Catalyst prediction with 721,799 reactions and 888 catalyst types from USPTO. Predict which catalyst facilitates the given reaction. (1) Reactant: O[CH2:2][CH2:3][CH2:4][C:5]#[C:6][C:7]1[CH:8]=[C:9]([NH:13][C:14]([C:16]2[CH:17]=[C:18]([S:22]([C:25]3[CH:26]=[C:27]4[C:32](=[C:33]([CH3:35])[CH:34]=3)[N:31]=[CH:30][C:29]([C:36]([NH2:38])=[O:37])=[C:28]4[NH:39][C:40]3[CH:45]=[CH:44][CH:43]=[C:42]([O:46][CH3:47])[CH:41]=3)(=[O:24])=[O:23])[CH:19]=[CH:20][CH:21]=2)=[O:15])[CH:10]=[CH:11][CH:12]=1.C(Br)(Br)(Br)[Br:49].C1(P(C2C=CC=CC=2)C2C=CC=CC=2)C=CC=CC=1. Product: [Br:49][CH2:2][CH2:3][CH2:4][C:5]#[C:6][C:7]1[CH:8]=[C:9]([NH:13][C:14]([C:16]2[CH:17]=[C:18]([S:22]([C:25]3[CH:26]=[C:27]4[C:32](=[C:33]([CH3:35])[CH:34]=3)[N:31]=[CH:30][C:29]([C:36]([NH2:38])=[O:37])=[C:28]4[NH:39][C:40]3[CH:45]=[CH:44][CH:43]=[C:42]([O:46][CH3:47])[CH:41]=3)(=[O:24])=[O:23])[CH:19]=[CH:20][CH:21]=2)=[O:15])[CH:10]=[CH:11][CH:12]=1. The catalyst class is: 489. (2) Reactant: [CH3:1][Si:2]([CH3:25])([CH3:24])[CH2:3][CH2:4][O:5][C:6](=[O:23])[C:7]1[CH:12]=[C:11]([OH:13])[CH:10]=[CH:9][C:8]=1[CH2:14][CH2:15][C:16]([O:18][C:19]([CH3:22])([CH3:21])[CH3:20])=[O:17].[CH3:26][C:27]1[O:31][C:30]([C:32]2[CH:37]=[CH:36][CH:35]=[CH:34][CH:33]=2)=[N:29][C:28]=1[CH2:38][CH2:39]OS(C1C=CC(C)=CC=1)(=O)=O.C([O-])([O-])=O.[Cs+].[Cs+]. Product: [CH3:25][Si:2]([CH3:24])([CH3:1])[CH2:3][CH2:4][O:5][C:6](=[O:23])[C:7]1[CH:12]=[C:11]([O:13][CH2:39][CH2:38][C:28]2[N:29]=[C:30]([C:32]3[CH:37]=[CH:36][CH:35]=[CH:34][CH:33]=3)[O:31][C:27]=2[CH3:26])[CH:10]=[CH:9][C:8]=1[CH2:14][CH2:15][C:16]([O:18][C:19]([CH3:22])([CH3:20])[CH3:21])=[O:17]. The catalyst class is: 3.